From a dataset of Peptide-MHC class II binding affinity with 134,281 pairs from IEDB. Regression. Given a peptide amino acid sequence and an MHC pseudo amino acid sequence, predict their binding affinity value. This is MHC class II binding data. (1) The peptide sequence is RKVCYNAVLTHVKIN. The MHC is DRB1_0101 with pseudo-sequence DRB1_0101. The binding affinity (normalized) is 0.352. (2) The peptide sequence is EGGAHLVQDDVIPAN. The binding affinity (normalized) is 0.290. The MHC is HLA-DQA10301-DQB10302 with pseudo-sequence HLA-DQA10301-DQB10302. (3) The peptide sequence is GELAIVDKIDAAFKI. The MHC is DRB1_0802 with pseudo-sequence DRB1_0802. The binding affinity (normalized) is 0.510. (4) The peptide sequence is DLVANQPNLKALREK. The MHC is HLA-DQA10101-DQB10501 with pseudo-sequence HLA-DQA10101-DQB10501. The binding affinity (normalized) is 0. (5) The binding affinity (normalized) is 0. The peptide sequence is MHHLVEFEPPHAATI. The MHC is DRB1_1101 with pseudo-sequence DRB1_1101. (6) The peptide sequence is LFTIRQEMASRGLWD. The MHC is DRB5_0101 with pseudo-sequence DRB5_0101. The binding affinity (normalized) is 0.652.